Dataset: Experimentally validated miRNA-target interactions with 360,000+ pairs, plus equal number of negative samples. Task: Binary Classification. Given a miRNA mature sequence and a target amino acid sequence, predict their likelihood of interaction. The miRNA is mmu-miR-7220-5p with sequence GGUGAGCUCUUGGUACCUUGGC. The protein sequence of the target gene is MGAEEEVQVTLAGGAPWGFRLQGGTEQRKPLQIRRRSQAGRAGLRERDQLLAINGVSCTNFSHASAMTLIDASGRQLVLTVRRVTDEGSVRSPSPGELQVLSPLSPLSPEPPGAPVSQALQPTSLRSPPDSEAYYGETDSDVDGPATQEKPRRTRRRGPARPSLPGAPPDEVYLSDSPAEPAPVKTGSPSQGDSRVSSPSWEEGAALQPPPAEALLLPHGPLRPGPHLIPMVGPVPHPVAEDLTTTYTQKAKQAKLQRAESLQEKSVKEARTKCRTIASLLTAAPNPHSKGVLMFKKRRQ.... Result: 0 (no interaction).